Dataset: Reaction yield outcomes from USPTO patents with 853,638 reactions. Task: Predict the reaction yield, written as a fraction of the theoretical maximum amount of product (1.0 means a 100% yield; for example, 0.34 means a 34% yield). (1) The product is [NH:1]1[C:9]2[C:4](=[CH:5][CH:6]=[CH:7][CH:8]=2)[CH:3]([CH2:10][CH2:11][OH:12])[CH2:2]1. The yield is 0.950. The reactants are [NH:1]1[C:9]2[C:4](=[CH:5][CH:6]=[CH:7][CH:8]=2)[CH:3]([CH2:10][C:11](OC)=[O:12])[CH2:2]1.[H-].[Al+3].[Li+].[H-].[H-].[H-]. The catalyst is O1CCCC1. (2) The reactants are Cl[C:2]1[N:7]=[C:6]([NH:8][C:9]2[CH:14]=[CH:13][C:12]([O:15][CH3:16])=[C:11]([Cl:17])[CH:10]=2)[N:5]=[C:4]([NH:18][CH:19]2[CH2:25][CH2:24][CH2:23][CH2:22][CH2:21][CH2:20]2)[N:3]=1.[CH3:26][NH:27][CH:28]1[CH2:33][CH2:32][N:31]([CH3:34])[CH2:30][CH2:29]1.[OH-].[Na+].O. The catalyst is O1CCOCC1.C(Cl)Cl. The product is [Cl:17][C:11]1[CH:10]=[C:9]([NH:8][C:6]2[N:5]=[C:4]([NH:18][CH:19]3[CH2:25][CH2:24][CH2:23][CH2:22][CH2:21][CH2:20]3)[N:3]=[C:2]([N:27]([CH3:26])[CH:28]3[CH2:33][CH2:32][N:31]([CH3:34])[CH2:30][CH2:29]3)[N:7]=2)[CH:14]=[CH:13][C:12]=1[O:15][CH3:16]. The yield is 0.309. (3) The product is [C:1]([O:20][CH2:21][C@H:22]([C@H:24]([C@@H:26]([C@@H:28]([CH2:30][O:31][C:32]([C:39]1[CH:44]=[CH:43][CH:42]=[CH:41][CH:40]=1)([C:33]1[CH:34]=[CH:35][CH:36]=[CH:37][CH:38]=1)[C:45]1[CH:46]=[CH:47][CH:48]=[CH:49][CH:50]=1)[O:29][CH2:1][C:2]1[CH:7]=[CH:6][CH:5]=[CH:4][CH:3]=1)[O:27][CH2:32][C:33]1[CH:38]=[CH:37][CH:36]=[CH:35][CH:34]=1)[O:25][CH2:53][C:54]1[CH:59]=[CH:58][CH:57]=[CH:56][CH:55]=1)[O:23][CH2:53][C:54]1[CH:59]=[CH:58][CH:57]=[CH:56][CH:55]=1)([C:14]1[CH:19]=[CH:18][CH:17]=[CH:16][CH:15]=1)([C:2]1[CH:7]=[CH:6][CH:5]=[CH:4][CH:3]=1)[C:8]1[CH:9]=[CH:10][CH:11]=[CH:12][CH:13]=1. No catalyst specified. The reactants are [C:1]([O:20][CH2:21][C@H:22]([C@H:24]([C@@H:26]([C@@H:28]([CH2:30][O:31][C:32]([C:45]1[CH:50]=[CH:49][CH:48]=[CH:47][CH:46]=1)([C:39]1[CH:44]=[CH:43][CH:42]=[CH:41][CH:40]=1)[C:33]1[CH:38]=[CH:37][CH:36]=[CH:35][CH:34]=1)[OH:29])[OH:27])[OH:25])[OH:23])([C:14]1[CH:19]=[CH:18][CH:17]=[CH:16][CH:15]=1)([C:8]1[CH:13]=[CH:12][CH:11]=[CH:10][CH:9]=1)[C:2]1[CH:7]=[CH:6][CH:5]=[CH:4][CH:3]=1.[H-].[Na+].[CH2:53](Br)[C:54]1[CH:59]=[CH:58][CH:57]=[CH:56][CH:55]=1. The yield is 1.09. (4) The reactants are [C:1]1([C:11]2[CH:16]=[CH:15][CH:14]=[CH:13][CH:12]=2)[CH:6]=[CH:5][C:4]([CH2:7][C:8]([OH:10])=O)=[CH:3][CH:2]=1.C(N(C(C)C)CC)(C)C.F[P-](F)(F)(F)(F)F.N1C2C=CC=C(O[P+](N3CCCC3)(N3CCCC3)N3CCCC3)C=2N=N1.C1CN([P+](ON2N=NC3C=CC=CC2=3)(N2CCCC2)N2CCCC2)CC1.F[P-](F)(F)(F)(F)F.Cl.[CH2:93]([O:100][C:101]1[CH:102]=[C:103]([CH:106]=[CH:107][CH:108]=1)[CH2:104][NH2:105])[C:94]1[CH:99]=[CH:98][CH:97]=[CH:96][CH:95]=1.Cl. The catalyst is CN(C)C=O.O. The product is [CH2:93]([O:100][C:101]1[CH:102]=[C:103]([CH:106]=[CH:107][CH:108]=1)[CH2:104][NH:105][C:8](=[O:10])[CH2:7][C:4]1[CH:3]=[CH:2][C:1]([C:11]2[CH:16]=[CH:15][CH:14]=[CH:13][CH:12]=2)=[CH:6][CH:5]=1)[C:94]1[CH:95]=[CH:96][CH:97]=[CH:98][CH:99]=1. The yield is 0.620. (5) The reactants are [Br:1][C:2]1[CH:3]=[C:4]([CH:8]=[CH:9][C:10]=1[CH3:11])[C:5]([NH2:7])=[S:6].CO[CH:14](OC)[CH2:15]N. The catalyst is C1COCC1. The product is [Br:1][C:2]1[CH:3]=[C:4]([C:5]2[S:6][CH:14]=[CH:15][N:7]=2)[CH:8]=[CH:9][C:10]=1[CH3:11]. The yield is 0.800. (6) The reactants are [NH2:1][C:2]1[N:3]=[C:4]([OH:23])[C:5]2[CH:11]=[CH:10][C:9]([C:12]3[C:17]([C:18]([F:21])([F:20])[F:19])=[CH:16][CH:15]=[CH:14][C:13]=3[F:22])=[N:8][C:6]=2[N:7]=1.[CH3:24][C:25]([CH3:36])([CH3:35])[C:26](O[C:26](=[O:27])[C:25]([CH3:36])([CH3:35])[CH3:24])=[O:27]. The catalyst is N1C=CC=CC=1. The product is [F:22][C:13]1[CH:14]=[CH:15][CH:16]=[C:17]([C:18]([F:20])([F:21])[F:19])[C:12]=1[C:9]1[CH:10]=[CH:11][C:5]2[C:4]([OH:23])=[N:3][C:2]([NH:1][C:26](=[O:27])[C:25]([CH3:36])([CH3:35])[CH3:24])=[N:7][C:6]=2[N:8]=1. The yield is 0.520. (7) The reactants are [NH2:1][C:2]1[CH:7]=[C:6]([N+:8]([O-:10])=[O:9])[CH:5]=[CH:4][C:3]=1[OH:11].N1C=CC=CC=1.[C:18](Cl)(=[O:22])[CH2:19][CH2:20][CH3:21]. The catalyst is ClCCl. The product is [OH:11][C:3]1[CH:4]=[CH:5][C:6]([N+:8]([O-:10])=[O:9])=[CH:7][C:2]=1[NH:1][C:18](=[O:22])[CH2:19][CH2:20][CH3:21]. The yield is 0.340. (8) The reactants are [F:1][C:2]1[CH:7]=[C:6]([I:8])[CH:5]=[CH:4][C:3]=1[NH:9][C:10]1[C:15]([C:16](O)=[O:17])=[CH:14][N:13]=[C:12]2[N:19]([CH2:22][C:23]3[CH:28]=[CH:27][C:26]([O:29][CH3:30])=[CH:25][CH:24]=3)[N:20]=[CH:21][C:11]=12.C1C=CC2N(O)N=NC=2C=1.CCN=C=NCCCN(C)C.Cl.[NH2:53][O:54][C:55]([CH3:59])([CH3:58])[CH2:56][OH:57].CCN(C(C)C)C(C)C. The catalyst is CN(C=O)C.O. The product is [OH:57][CH2:56][C:55]([CH3:59])([CH3:58])[O:54][NH:53][C:16]([C:15]1[C:10]([NH:9][C:3]2[CH:4]=[CH:5][C:6]([I:8])=[CH:7][C:2]=2[F:1])=[C:11]2[CH:21]=[N:20][N:19]([CH2:22][C:23]3[CH:24]=[CH:25][C:26]([O:29][CH3:30])=[CH:27][CH:28]=3)[C:12]2=[N:13][CH:14]=1)=[O:17]. The yield is 0.490. (9) The reactants are [F:1][C:2]1[C:11]([CH3:12])=[C:10]2[C:5]([CH:6]=[CH:7][C:8]([O:13][CH3:14])=[N:9]2)=[CH:4][CH:3]=1.[Br:15]N1C(=O)CCC1=O. The catalyst is FC(C1C=CC=CC=1)(F)F.[W].C(OOC(=O)C1C=CC=CC=1)(=O)C1C=CC=CC=1. The product is [Br:15][CH2:12][C:11]1[C:2]([F:1])=[CH:3][CH:4]=[C:5]2[C:10]=1[N:9]=[C:8]([O:13][CH3:14])[CH:7]=[CH:6]2. The yield is 0.990.